Predict the reactants needed to synthesize the given product. From a dataset of Full USPTO retrosynthesis dataset with 1.9M reactions from patents (1976-2016). (1) Given the product [CH2:14]([NH:13][C:11]([NH:10][C:8]1[S:9][C:5]2[CH:4]=[C:3]([C:1]3[N:18]=[N:19][NH:20][N:2]=3)[CH:17]=[CH:16][C:6]=2[N:7]=1)=[O:12])[CH3:15], predict the reactants needed to synthesize it. The reactants are: [C:1]([C:3]1[CH:17]=[CH:16][C:6]2[N:7]=[C:8]([NH:10][C:11]([NH:13][CH2:14][CH3:15])=[O:12])[S:9][C:5]=2[CH:4]=1)#[N:2].[N:18]([Sn](CCCC)(CCCC)CCCC)=[N+:19]=[N-:20]. (2) Given the product [C:1]([O:5][C:6]([NH:8][CH2:9][CH2:10][CH2:11][O:12][C:13]1[CH:22]=[C:21]([N:24]2[CH2:29][CH2:28][O:27][CH2:26][CH2:25]2)[CH:20]=[CH:19][C:14]=1[C:15]([O:17][CH3:18])=[O:16])=[O:7])([CH3:4])([CH3:3])[CH3:2], predict the reactants needed to synthesize it. The reactants are: [C:1]([O:5][C:6]([NH:8][CH2:9][CH2:10][CH2:11][O:12][C:13]1[CH:22]=[C:21](F)[CH:20]=[CH:19][C:14]=1[C:15]([O:17][CH3:18])=[O:16])=[O:7])([CH3:4])([CH3:3])[CH3:2].[NH:24]1[CH2:29][CH2:28][O:27][CH2:26][CH2:25]1. (3) Given the product [Br:1][C:2]1[CH:10]=[CH:9][C:8]2[C:4](=[CH:5][N:6]([CH3:11])[N:7]=2)[C:3]=1[CH:12]=[O:13], predict the reactants needed to synthesize it. The reactants are: [Br:1][C:2]1[CH:10]=[CH:9][C:8]2[C:4](=[CH:5][N:6]([CH3:11])[N:7]=2)[C:3]=1[CH2:12][OH:13].I(C1C=CC=CC=1C(O)=O)(=O)=O. (4) Given the product [Br:1][C:2]1[CH:7]=[CH:6][C:5]([C:8]2[N:12]([CH:15]3[CH2:16][CH2:17][CH2:18][CH2:19][O:14]3)[CH:11]=[N:10][N:9]=2)=[CH:4][C:3]=1[CH3:13], predict the reactants needed to synthesize it. The reactants are: [Br:1][C:2]1[CH:7]=[CH:6][C:5]([C:8]2[NH:12][CH:11]=[N:10][N:9]=2)=[CH:4][C:3]=1[CH3:13].[O:14]1[CH:19]=[CH:18][CH2:17][CH2:16][CH2:15]1.